This data is from Peptide-MHC class I binding affinity with 185,985 pairs from IEDB/IMGT. The task is: Regression. Given a peptide amino acid sequence and an MHC pseudo amino acid sequence, predict their binding affinity value. This is MHC class I binding data. (1) The peptide sequence is QFNQMMNPSH. The MHC is HLA-A03:01 with pseudo-sequence HLA-A03:01. The binding affinity (normalized) is 0. (2) The peptide sequence is AEAEYEENKI. The binding affinity (normalized) is 0.866. The MHC is Mamu-A11 with pseudo-sequence Mamu-A11. (3) The peptide sequence is MCNVYIPPY. The MHC is HLA-A29:02 with pseudo-sequence HLA-A29:02. The binding affinity (normalized) is 0.284. (4) The peptide sequence is LEIICFHEY. The MHC is HLA-A24:02 with pseudo-sequence HLA-A24:02. The binding affinity (normalized) is 0.140. (5) The binding affinity (normalized) is 0.364. The peptide sequence is ILDNLRCHSA. The MHC is HLA-A02:02 with pseudo-sequence HLA-A02:02.